This data is from Catalyst prediction with 721,799 reactions and 888 catalyst types from USPTO. The task is: Predict which catalyst facilitates the given reaction. (1) Reactant: [C:1]([C:5]1[CH:6]=[C:7]([C:16]2[O:17][C:18]([CH3:27])=[C:19]([CH2:21][C:22](OCC)=[O:23])[N:20]=2)[CH:8]=[C:9]([C:12]([CH3:15])([CH3:14])[CH3:13])[C:10]=1[OH:11])([CH3:4])([CH3:3])[CH3:2].[H-].[Al+3].[Li+].[H-].[H-].[H-].O.[OH-].[Na+]. Product: [C:1]([C:5]1[CH:6]=[C:7]([C:16]2[O:17][C:18]([CH3:27])=[C:19]([CH2:21][CH2:22][OH:23])[N:20]=2)[CH:8]=[C:9]([C:12]([CH3:15])([CH3:14])[CH3:13])[C:10]=1[OH:11])([CH3:2])([CH3:3])[CH3:4]. The catalyst class is: 7. (2) Reactant: [CH3:1][C:2]1[CH:15]=[CH:14][C:5]([CH2:6][N:7]2[CH2:12][CH2:11][C:10](=O)[CH2:9][CH2:8]2)=[CH:4][CH:3]=1.C([O-])(=O)C.[NH4+].C([BH3-])#[N:22].[Na+]. Product: [CH3:1][C:2]1[CH:15]=[CH:14][C:5]([CH2:6][N:7]2[CH2:12][CH2:11][CH:10]([NH2:22])[CH2:9][CH2:8]2)=[CH:4][CH:3]=1. The catalyst class is: 5.